Dataset: Forward reaction prediction with 1.9M reactions from USPTO patents (1976-2016). Task: Predict the product of the given reaction. (1) Given the reactants [CH3:1][C:2]([OH:6])([C:4]#[CH:5])[CH3:3].CCN(CC)CC.[Si:14](Cl)([CH3:17])([CH3:16])[CH3:15], predict the reaction product. The product is: [CH3:15][Si:14]([CH3:17])([CH3:16])[O:6][C:2]([CH3:3])([C:4]#[CH:5])[CH3:1]. (2) The product is: [CH:5]1([C:3]2[N:4]=[C:32]([CH2:31][CH2:30][CH:18]3[CH2:17][CH2:16][CH:15]([C:12]4[CH:11]=[CH:10][C:9]([F:8])=[CH:14][CH:13]=4)[N:19]3[S:20]([C:23]3[CH:28]=[CH:27][C:26]([CH3:29])=[CH:25][CH:24]=3)(=[O:22])=[O:21])[O:1][N:2]=2)[CH2:7][CH2:6]1. Given the reactants [OH:1][NH:2][C:3]([CH:5]1[CH2:7][CH2:6]1)=[NH:4].[F:8][C:9]1[CH:14]=[CH:13][C:12]([CH:15]2[N:19]([S:20]([C:23]3[CH:28]=[CH:27][C:26]([CH3:29])=[CH:25][CH:24]=3)(=[O:22])=[O:21])[CH:18]([CH2:30][CH2:31][C:32](O)=O)[CH2:17][CH2:16]2)=[CH:11][CH:10]=1, predict the reaction product. (3) Given the reactants [C:1]([O:5][C:6](=[O:22])/[CH:7]=[C:8](/[NH:10][C:11]1[CH:20]=[CH:19][CH:18]=[C:17]2[C:12]=1[CH:13]=[C:14]([Cl:21])[N:15]=[CH:16]2)\[CH3:9])([CH3:4])([CH3:3])[CH3:2], predict the reaction product. The product is: [C:1]([O:5][C:6]([C:7]1[C:20]2[C:11](=[C:12]3[C:17](=[CH:18][CH:19]=2)[CH:16]=[N:15][C:14]([Cl:21])=[CH:13]3)[NH:10][C:8]=1[CH3:9])=[O:22])([CH3:2])([CH3:3])[CH3:4]. (4) Given the reactants Cl.[F:2][C:3]([F:32])([F:31])[C:4]1[CH:5]=[C:6]([CH:24]=[C:25]([C:27]([F:30])([F:29])[F:28])[CH:26]=1)[CH2:7][N:8]([CH3:23])[C:9]([C@H:11]1[CH2:16][CH2:15][NH:14][CH2:13][C@H:12]1[C:17]1[CH:22]=[CH:21][CH:20]=[CH:19][CH:18]=1)=[O:10].[C:33](O)(=[O:37])[C:34]([NH2:36])=[O:35].CCN=C=NCCCN(C)C.Cl.C1C=CC2N(O)N=NC=2C=1, predict the reaction product. The product is: [NH2:36][C:34](=[O:35])[C:33]([N:14]1[CH2:15][CH2:16][C@H:11]([C:9]([N:8]([CH2:7][C:6]2[CH:5]=[C:4]([C:3]([F:31])([F:2])[F:32])[CH:26]=[C:25]([C:27]([F:30])([F:29])[F:28])[CH:24]=2)[CH3:23])=[O:10])[C@H:12]([C:17]2[CH:22]=[CH:21][CH:20]=[CH:19][CH:18]=2)[CH2:13]1)=[O:37]. (5) Given the reactants [C:1]([O:5][C:6]([N:8]([CH3:59])[C@@H:9]([CH3:58])[C:10]([NH:12][C@H:13]([C:33](=[O:57])[N:34]1[C@H:43]([C:44](=[O:56])[NH:45][C@H:46]2[C:55]3[C:50](=[CH:51][CH:52]=[CH:53][CH:54]=3)[CH2:49][CH2:48][CH2:47]2)[CH2:42][C:41]2[C:36](=[CH:37][CH:38]=[CH:39][CH:40]=2)[CH2:35]1)[CH2:14][C:15]1[CH:20]=[CH:19][C:18]([NH:21][CH2:22][C:23]2[CH:32]=[CH:31][C:26]([C:27]([O:29][CH3:30])=[O:28])=[CH:25][CH:24]=2)=[CH:17][CH:16]=1)=[O:11])=[O:7])([CH3:4])([CH3:3])[CH3:2].C=O.[BH-](OC(C)=O)(OC(C)=O)O[C:64](C)=O.[Na+].C([O-])(O)=O.[Na+], predict the reaction product. The product is: [C:1]([O:5][C:6]([N:8]([CH3:59])[C@@H:9]([CH3:58])[C:10]([NH:12][C@H:13]([C:33](=[O:57])[N:34]1[C@H:43]([C:44](=[O:56])[NH:45][C@H:46]2[C:55]3[C:50](=[CH:51][CH:52]=[CH:53][CH:54]=3)[CH2:49][CH2:48][CH2:47]2)[CH2:42][C:41]2[C:36](=[CH:37][CH:38]=[CH:39][CH:40]=2)[CH2:35]1)[CH2:14][C:15]1[CH:16]=[CH:17][C:18]([N:21]([CH2:22][C:23]2[CH:32]=[CH:31][C:26]([C:27]([O:29][CH3:30])=[O:28])=[CH:25][CH:24]=2)[CH3:64])=[CH:19][CH:20]=1)=[O:11])=[O:7])([CH3:4])([CH3:3])[CH3:2].